Regression/Classification. Given a drug SMILES string, predict its absorption, distribution, metabolism, or excretion properties. Task type varies by dataset: regression for continuous measurements (e.g., permeability, clearance, half-life) or binary classification for categorical outcomes (e.g., BBB penetration, CYP inhibition). Dataset: cyp2c9_veith. From a dataset of CYP2C9 inhibition data for predicting drug metabolism from PubChem BioAssay. (1) The compound is Cc1c(C=NCCOCc2ccccc2)cnn1C. The result is 0 (non-inhibitor). (2) The result is 0 (non-inhibitor). The molecule is N#CCCn1c(=O)c(-c2ccc(F)cc2)nc2cnc(N3CCOCC3)nc21. (3) The compound is OCCN(CCO)c1ncnc2nc[nH]c12. The result is 0 (non-inhibitor). (4) The compound is CCSc1nc2c(c(=O)[nH]1)C(c1ccccn1)C1=C(CC(C)(C)CC1=O)N2. The result is 0 (non-inhibitor).